From a dataset of Reaction yield outcomes from USPTO patents with 853,638 reactions. Predict the reaction yield, written as a fraction of the theoretical maximum amount of product (1.0 means a 100% yield; for example, 0.34 means a 34% yield). (1) The reactants are CN(C(ON1N=NC2C=CC=CC1=2)=[N+](C)C)C.F[P-](F)(F)(F)(F)F.[C:25]([O:29][C:30](=[O:42])[NH:31][CH:32]([C:34]1[S:35][CH:36]=[C:37]([C:39]([OH:41])=O)[N:38]=1)[CH3:33])([CH3:28])([CH3:27])[CH3:26].C(N(C(C)C)CC)(C)C.[NH:52]1[C:61]2[C:56](=[CH:57][CH:58]=[CH:59][CH:60]=2)[CH2:55][CH2:54][CH2:53]1. The catalyst is CN(C=O)C. The product is [C:25]([O:29][C:30](=[O:42])[NH:31][CH:32]([C:34]1[S:35][CH:36]=[C:37]([C:39]([N:52]2[C:61]3[C:56](=[CH:57][CH:58]=[CH:59][CH:60]=3)[CH2:55][CH2:54][CH2:53]2)=[O:41])[N:38]=1)[CH3:33])([CH3:26])([CH3:27])[CH3:28]. The yield is 0.630. (2) The reactants are [NH2:1][CH2:2][CH2:3][CH2:4][CH2:5][C:6]1[CH:11]=[CH:10][C:9]([S:12]([NH:15][C@@H:16]([CH:20]([CH3:22])[CH3:21])[C:17]([NH2:19])=[O:18])(=[O:14])=[O:13])=[CH:8][CH:7]=1.C(N(C(C)C)CC)(C)C.I.[NH2:33][C:34]1[C:35]([C:42]([NH:44][C:45](=[NH:48])SC)=[O:43])=[N:36][C:37]([Cl:41])=[C:38]([NH2:40])[N:39]=1. The product is [NH2:33][C:34]1[C:35]([C:42]([N:44]=[C:45]([NH2:48])[NH:1][CH2:2][CH2:3][CH2:4][CH2:5][C:6]2[CH:7]=[CH:8][C:9]([S:12]([NH:15][C@@H:16]([CH:20]([CH3:22])[CH3:21])[C:17]([NH2:19])=[O:18])(=[O:14])=[O:13])=[CH:10][CH:11]=2)=[O:43])=[N:36][C:37]([Cl:41])=[C:38]([NH2:40])[N:39]=1. The yield is 0.540. The catalyst is C(O)C. (3) The reactants are [CH2:1]([O:3][C:4]([CH2:6][N:7]1[CH:11]=[CH:10][C:9](/[CH:12]=[C:13]2\[CH2:14][N:15]([C:20]([C:33]3[CH:38]=[CH:37][CH:36]=[CH:35][CH:34]=3)([C:27]3[CH:32]=[CH:31][CH:30]=[CH:29][CH:28]=3)[C:21]3[CH:26]=[CH:25][CH:24]=[CH:23][CH:22]=3)[CH2:16][CH2:17][C:18]\2=[O:19])=[CH:8]1)=[O:5])C.[BH4-].[Na+].[Cl-].[NH4+]. The catalyst is C(O)C. The product is [CH3:1][O:3][C:4]([CH2:6][N:7]1[CH:11]=[CH:10][C:9](/[CH:12]=[C:13]2\[CH2:14][N:15]([C:20]([C:21]3[CH:26]=[CH:25][CH:24]=[CH:23][CH:22]=3)([C:33]3[CH:38]=[CH:37][CH:36]=[CH:35][CH:34]=3)[C:27]3[CH:28]=[CH:29][CH:30]=[CH:31][CH:32]=3)[CH2:16][CH2:17][CH:18]\2[OH:19])=[CH:8]1)=[O:5]. The yield is 0.640. (4) The reactants are [C:1]1([C:21]2[CH:26]=[CH:25][CH:24]=[CH:23][CH:22]=2)[CH:6]=[CH:5][CH:4]=[CH:3][C:2]=1[N:7]1[C:16](=[O:17])[C:15]2[C:10](=[CH:11][CH:12]=[CH:13][C:14]=2[Cl:18])[N:9]=[C:8]1[CH2:19]Cl.[N:27]1[C:35]([NH2:36])=[C:34]2[C:30]([N:31]=[CH:32][NH:33]2)=[N:29][CH:28]=1.C([O-])([O-])=O.[K+].[K+]. The catalyst is CN(C=O)C. The product is [NH2:36][C:35]1[N:27]=[CH:28][N:29]=[C:30]2[C:34]=1[N:33]=[CH:32][N:31]2[CH2:19][C:8]1[N:7]([C:2]2[CH:3]=[CH:4][CH:5]=[CH:6][C:1]=2[C:21]2[CH:26]=[CH:25][CH:24]=[CH:23][CH:22]=2)[C:16](=[O:17])[C:15]2[C:10](=[CH:11][CH:12]=[CH:13][C:14]=2[Cl:18])[N:9]=1. The yield is 0.680. (5) The reactants are [S:1]1[CH:5]=[CH:4][CH:3]=[C:2]1[S:6]([NH2:9])(=[O:8])=[O:7].[CH3:10][O-].[Na+].C=O.[P:15]([O:20]C)([O:18][CH3:19])[O:16][CH3:17]. The catalyst is CO. The product is [CH3:17][O:16][P:15]([CH2:10][NH:9][S:6]([C:2]1[S:1][CH:5]=[CH:4][CH:3]=1)(=[O:8])=[O:7])(=[O:20])[O:18][CH3:19]. The yield is 0.340. (6) The reactants are [F:1][C:2]([F:28])([F:27])[C:3]1[CH:4]=[C:5]([C:9]2[N:10]=[C:11]([CH:14]3[CH2:19][CH2:18][N:17]([C:20]([O:22][C:23]([CH3:26])([CH3:25])[CH3:24])=[O:21])[CH2:16][CH2:15]3)[NH:12][CH:13]=2)[CH:6]=[CH:7][CH:8]=1.[CH2:29](OCC)C.[H-].[Na+].CI. The catalyst is C1COCC1. The product is [CH3:29][N:12]1[CH:13]=[C:9]([C:5]2[CH:6]=[CH:7][CH:8]=[C:3]([C:2]([F:27])([F:1])[F:28])[CH:4]=2)[N:10]=[C:11]1[CH:14]1[CH2:19][CH2:18][N:17]([C:20]([O:22][C:23]([CH3:24])([CH3:25])[CH3:26])=[O:21])[CH2:16][CH2:15]1. The yield is 0.760. (7) The catalyst is O1CCCC1.C(OCC)(=O)C. The product is [CH2:46]([C:18]1[N:17]([C:14]2[CH:13]=[CH:12][C:11]([N:8]3[CH2:9][CH2:10][C:5](=[O:4])[CH2:6][CH2:7]3)=[CH:16][CH:15]=2)[C:22](=[O:23])[C:21]([CH2:24][C:25]2[CH:30]=[CH:29][C:28]([C:31]3[CH:36]=[CH:35][CH:34]=[CH:33][C:32]=3[C:37]3[NH:41][C:40](=[O:42])[O:39][N:38]=3)=[CH:27][CH:26]=2)=[C:20]([CH2:43][CH2:44][CH3:45])[N:19]=1)[CH3:47]. The reactants are O1[C:5]2([CH2:10][CH2:9][N:8]([C:11]3[CH:16]=[CH:15][C:14]([N:17]4[C:22](=[O:23])[C:21]([CH2:24][C:25]5[CH:30]=[CH:29][C:28]([C:31]6[CH:36]=[CH:35][CH:34]=[CH:33][C:32]=6[C:37]6[NH:41][C:40](=[O:42])[O:39][N:38]=6)=[CH:27][CH:26]=5)=[C:20]([CH2:43][CH2:44][CH3:45])[N:19]=[C:18]4[CH2:46][CH3:47])=[CH:13][CH:12]=3)[CH2:7][CH2:6]2)[O:4]CC1. The yield is 0.380.